Dataset: Full USPTO retrosynthesis dataset with 1.9M reactions from patents (1976-2016). Task: Predict the reactants needed to synthesize the given product. (1) The reactants are: Br[C:2]1[CH:3]=[CH:4][C:5]2[O:11][CH2:10][CH2:9][N:8]3[CH:12]=[C:13]([C:15]4[N:19]([CH:20]([CH3:22])[CH3:21])[N:18]=[CH:17][N:16]=4)[N:14]=[C:7]3[C:6]=2[CH:23]=1.[N:24]1(C([O-])=O)[CH:28]=[CH:27][CH:26]=[N:25]1. Given the product [CH:20]([N:19]1[C:15]([C:13]2[N:14]=[C:7]3[C:6]4[CH:23]=[C:2]([C:27]5[CH:28]=[N:24][NH:25][CH:26]=5)[CH:3]=[CH:4][C:5]=4[O:11][CH2:10][CH2:9][N:8]3[CH:12]=2)=[N:16][CH:17]=[N:18]1)([CH3:22])[CH3:21], predict the reactants needed to synthesize it. (2) The reactants are: F[C:2]1[CH:14]=[CH:13][C:5]([C:6]([O:8][CH2:9][CH2:10][O:11][CH3:12])=[O:7])=[C:4]([N+:15]([O-:17])=[O:16])[CH:3]=1.[CH3:18][O:19][CH2:20][CH2:21][OH:22].C(=O)([O-])[O-].[K+].[K+].C(OCC)(=O)C. Given the product [CH3:18][O:19][CH2:20][CH2:21][O:22][C:2]1[CH:14]=[CH:13][C:5]([C:6]([O:8][CH2:9][CH2:10][O:11][CH3:12])=[O:7])=[C:4]([N+:15]([O-:17])=[O:16])[CH:3]=1, predict the reactants needed to synthesize it.